From a dataset of Full USPTO retrosynthesis dataset with 1.9M reactions from patents (1976-2016). Predict the reactants needed to synthesize the given product. (1) Given the product [CH:43]([OH:44])=[O:62].[C:1]([C:5]1[CH:9]=[C:8]([NH:10][C:11]([NH:13][C@@H:14]2[C:23]3[C:18](=[CH:19][CH:20]=[CH:21][CH:22]=3)[C@H:17]([O:24][C:25]3[CH:26]=[CH:27][C:28]4[N:29]([C:31]([C@@H:34]5[CH2:38][CH2:37][CH2:36][N:35]5[CH3:39])=[N:32][N:33]=4)[CH:30]=3)[CH2:16][CH2:15]2)=[O:12])[N:7]([C:40]2[CH:41]=[CH:42][CH:49]=[C:50]([CH2:52][N:53]3[CH2:58][CH2:57][N:56]([CH3:59])[CH2:55][CH2:54]3)[CH:51]=2)[N:6]=1)([CH3:2])([CH3:3])[CH3:4], predict the reactants needed to synthesize it. The reactants are: [C:1]([C:5]1[CH:9]=[C:8]([NH:10][C:11]([NH:13][C@@H:14]2[C:23]3[C:18](=[CH:19][CH:20]=[CH:21][CH:22]=3)[C@H:17]([O:24][C:25]3[CH:26]=[CH:27][C:28]4[N:29]([C:31]([C@@H:34]5[CH2:38][CH2:37][CH2:36][N:35]5[CH3:39])=[N:32][N:33]=4)[CH:30]=3)[CH2:16][CH2:15]2)=[O:12])[N:7]([C:40]2[CH:41]=[C:42]([CH:49]=[CH:50][CH:51]=2)[CH2:43][O:44]S(C)(=O)=O)[N:6]=1)([CH3:4])([CH3:3])[CH3:2].[CH3:52][N:53]1[CH2:58][CH2:57][NH:56][CH2:55][CH2:54]1.[CH2:59]1C[O:62]CC1. (2) Given the product [F:124][C:121]([F:122])([F:123])[C:119]1[CH:118]=[C:83]([CH:82]=[C:81]([C:80]([F:79])([F:126])[F:125])[CH:120]=1)[CH2:84][N:85]1[C:89]([C:90]2[CH:91]=[N:92][CH:93]=[CH:94][CH:95]=2)=[C:88]([C:96]([N:10]2[CH2:11][C@H:7]([OH:6])[CH2:8][C@@H:9]2[C:12]2[CH:17]=[CH:16][CH:15]=[CH:14][C:13]=2[Cl:18])=[O:97])[N:87]=[N:86]1, predict the reactants needed to synthesize it. The reactants are: C([Si](C)(C)[O:6][C@H:7]1[CH2:11][NH:10][C@@H:9]([C:12]2[CH:17]=[CH:16][CH:15]=[CH:14][C:13]=2[Cl:18])[CH2:8]1)(C)(C)C.Cl.FC(F)(F)C1C=C(C=C(C(F)(F)F)C=1)CN1C(C2C=CN=CC=2)=C(C(O)=O)N=N1.CCN=C=NCCCN(C)C.C1C=CC2N(O)N=NC=2C=1.C(N(CC)CC)C.[F:79][C:80]([F:126])([F:125])[C:81]1[CH:82]=[C:83]([CH:118]=[C:119]([C:121]([F:124])([F:123])[F:122])[CH:120]=1)[CH2:84][N:85]1[C:89]([C:90]2[CH:91]=[N:92][CH:93]=[CH:94][CH:95]=2)=[C:88]([C:96](N2CC(O[Si](C(C)(C)C)(C)C)CC2C2C=CC=CC=2Cl)=[O:97])[N:87]=[N:86]1.CCCC[N+](CCCC)(CCCC)CCCC.[F-]. (3) Given the product [Cl:1][C:2]1[C:7]([F:8])=[CH:6][CH:5]=[C:4]([O:9][CH3:10])[C:3]=1[C@H:11]([C:13]1[C:21]2[C:16](=[N:17][CH:18]=[C:19]([C:22]3[CH:23]=[N:24][N:25]([C@H:28]4[CH2:33][CH2:32][C@H:31]([N:37]([CH3:38])[CH3:36])[CH2:30][CH2:29]4)[C:26]=3[CH3:27])[CH:20]=2)[NH:15][CH:14]=1)[CH3:12], predict the reactants needed to synthesize it. The reactants are: [Cl:1][C:2]1[C:7]([F:8])=[CH:6][CH:5]=[C:4]([O:9][CH3:10])[C:3]=1[C@H:11]([C:13]1[C:21]2[C:16](=[N:17][CH:18]=[C:19]([C:22]3[CH:23]=[N:24][N:25]([CH:28]4[CH2:33][CH2:32][C:31](=O)[CH2:30][CH2:29]4)[C:26]=3[CH3:27])[CH:20]=2)[NH:15][CH:14]=1)[CH3:12].Cl.[CH3:36][NH:37][CH3:38].C(O[BH-](OC(=O)C)OC(=O)C)(=O)C.[Na+].C(N(CC)CC)C.ClCCCl.